This data is from NCI-60 drug combinations with 297,098 pairs across 59 cell lines. The task is: Regression. Given two drug SMILES strings and cell line genomic features, predict the synergy score measuring deviation from expected non-interaction effect. (1) Drug 1: C1CN1P(=S)(N2CC2)N3CC3. Drug 2: CNC(=O)C1=NC=CC(=C1)OC2=CC=C(C=C2)NC(=O)NC3=CC(=C(C=C3)Cl)C(F)(F)F. Cell line: MALME-3M. Synergy scores: CSS=6.34, Synergy_ZIP=-1.64, Synergy_Bliss=-0.754, Synergy_Loewe=-4.00, Synergy_HSA=-1.34. (2) Drug 1: CC1=CC=C(C=C1)C2=CC(=NN2C3=CC=C(C=C3)S(=O)(=O)N)C(F)(F)F. Drug 2: CC(C)NC(=O)C1=CC=C(C=C1)CNNC.Cl. Cell line: RXF 393. Synergy scores: CSS=-3.00, Synergy_ZIP=2.47, Synergy_Bliss=0.679, Synergy_Loewe=-0.399, Synergy_HSA=-2.81. (3) Drug 1: CC1=C(C(CCC1)(C)C)C=CC(=CC=CC(=CC(=O)O)C)C. Drug 2: CN1C(=O)N2C=NC(=C2N=N1)C(=O)N. Cell line: SNB-75. Synergy scores: CSS=-0.305, Synergy_ZIP=-0.0953, Synergy_Bliss=-0.106, Synergy_Loewe=-0.964, Synergy_HSA=-0.792. (4) Drug 1: CC1CCCC2(C(O2)CC(NC(=O)CC(C(C(=O)C(C1O)C)(C)C)O)C(=CC3=CSC(=N3)C)C)C. Drug 2: CC1C(C(CC(O1)OC2CC(CC3=C2C(=C4C(=C3O)C(=O)C5=CC=CC=C5C4=O)O)(C(=O)C)O)N)O. Cell line: CCRF-CEM. Synergy scores: CSS=31.7, Synergy_ZIP=-0.0837, Synergy_Bliss=-1.41, Synergy_Loewe=-1.41, Synergy_HSA=-1.41. (5) Drug 1: CC1=C(C(CCC1)(C)C)C=CC(=CC=CC(=CC(=O)O)C)C. Drug 2: COC1=C2C(=CC3=C1OC=C3)C=CC(=O)O2. Cell line: HCC-2998. Synergy scores: CSS=-8.44, Synergy_ZIP=2.12, Synergy_Bliss=-6.92, Synergy_Loewe=-7.58, Synergy_HSA=-10.6. (6) Drug 1: CC(C)NC(=O)C1=CC=C(C=C1)CNNC.Cl. Drug 2: CCC1(C2=C(COC1=O)C(=O)N3CC4=CC5=C(C=CC(=C5CN(C)C)O)N=C4C3=C2)O.Cl. Cell line: RPMI-8226. Synergy scores: CSS=-7.13, Synergy_ZIP=-7.45, Synergy_Bliss=-20.3, Synergy_Loewe=-60.4, Synergy_HSA=-25.1. (7) Drug 1: CC12CCC(CC1=CCC3C2CCC4(C3CC=C4C5=CN=CC=C5)C)O. Drug 2: CC1C(C(CC(O1)OC2CC(CC3=C2C(=C4C(=C3O)C(=O)C5=C(C4=O)C(=CC=C5)OC)O)(C(=O)C)O)N)O.Cl. Cell line: OVCAR-5. Synergy scores: CSS=26.6, Synergy_ZIP=-4.51, Synergy_Bliss=6.89, Synergy_Loewe=1.17, Synergy_HSA=6.01. (8) Drug 1: CC(CN1CC(=O)NC(=O)C1)N2CC(=O)NC(=O)C2. Drug 2: C1C(C(OC1N2C=NC(=NC2=O)N)CO)O. Cell line: HOP-62. Synergy scores: CSS=16.3, Synergy_ZIP=-4.27, Synergy_Bliss=6.95, Synergy_Loewe=0.771, Synergy_HSA=6.09. (9) Synergy scores: CSS=0.660, Synergy_ZIP=-2.06, Synergy_Bliss=-4.24, Synergy_Loewe=-5.61, Synergy_HSA=-4.65. Drug 1: C1=NC2=C(N1)C(=S)N=C(N2)N. Cell line: SNB-19. Drug 2: C(=O)(N)NO. (10) Drug 1: CN(C)C1=NC(=NC(=N1)N(C)C)N(C)C. Drug 2: C1=NC2=C(N1)C(=S)N=CN2. Cell line: HOP-92. Synergy scores: CSS=-0.0400, Synergy_ZIP=-11.2, Synergy_Bliss=-21.9, Synergy_Loewe=-48.0, Synergy_HSA=-22.5.